Dataset: Catalyst prediction with 721,799 reactions and 888 catalyst types from USPTO. Task: Predict which catalyst facilitates the given reaction. (1) Reactant: [CH3:1][C:2]1[CH:7]=[CH:6][C:5]([S:8]([O:11][CH2:12][CH2:13][O:14][CH2:15][CH2:16][O:17][CH2:18][CH2:19][O:20][CH2:21][C:22]([O:24]CC)=[O:23])(=[O:10])=[O:9])=[CH:4][CH:3]=1.[OH-].[Na+].Cl. Product: [S:8]([O:11][CH2:12][CH2:13][O:14][CH2:15][CH2:16][O:17][CH2:18][CH2:19][O:20][CH2:21][C:22]([OH:24])=[O:23])([C:5]1[CH:4]=[CH:3][C:2]([CH3:1])=[CH:7][CH:6]=1)(=[O:9])=[O:10]. The catalyst class is: 24. (2) Reactant: [S:1]1[CH:5]=[C:4]([C@@H:6]2[CH2:8][C@H:7]2[CH:9]=O)[C:3]2[CH:11]=[CH:12][CH:13]=[CH:14][C:2]1=2.[CH3:15][NH:16][CH3:17].C1COCC1.C(O[BH-](OC(=O)C)OC(=O)C)(=O)C.[Na+].C(=O)(O)[O-].[Na+]. Product: [S:1]1[CH:5]=[C:4]([CH:6]2[CH2:8][CH:7]2[CH2:9][N:16]([CH3:17])[CH3:15])[C:3]2[CH:11]=[CH:12][CH:13]=[CH:14][C:2]1=2. The catalyst class is: 361. (3) Reactant: C1C=CC(N=NC2C=CC(N)=NC=2N)=CC=1.Cl.[Cr](Cl)([O-])(=O)=O.[Cl:23][C:24]1[CH:25]=[C:26]([C@@H:30]([OH:35])[C:31]([O:33][CH3:34])=[O:32])[CH:27]=[CH:28][CH:29]=1.[Cr](Cl)([O-])(=O)=O.[NH+]1C=CC=CC=1. Product: [Cl:23][C:24]1[CH:25]=[C:26]([C:30](=[O:35])[C:31]([O:33][CH3:34])=[O:32])[CH:27]=[CH:28][CH:29]=1. The catalyst class is: 4. (4) The catalyst class is: 48. Product: [CH3:19][C:20]1([CH3:28])[CH2:25][C:24](=[O:26])[CH:23]=[C:22]([N:1]2[CH2:6][CH2:5][CH2:4][CH2:3][CH2:2]2)[CH2:21]1. Reactant: [NH:1]1[CH2:6][CH2:5][CH2:4][CH2:3][CH2:2]1.O.C1(C)C=CC(S(O)(=O)=O)=CC=1.[CH3:19][C:20]1([CH3:28])[CH2:25][C:24](=[O:26])[CH2:23][C:22](=O)[CH2:21]1.